From a dataset of Full USPTO retrosynthesis dataset with 1.9M reactions from patents (1976-2016). Predict the reactants needed to synthesize the given product. (1) Given the product [C:1]1([S:7]([C:10]2[CH:11]=[CH:12][C:13]3[N:14]([N:16]=[C:17]([NH:19][C:21]4[CH:22]=[CH:23][C:24]([C:27]5[CH:32]=[CH:31][CH:30]=[CH:29][N:28]=5)=[CH:25][CH:26]=4)[N:18]=3)[CH:15]=2)(=[O:9])=[O:8])[CH:2]=[CH:3][CH:4]=[CH:5][CH:6]=1, predict the reactants needed to synthesize it. The reactants are: [C:1]1([S:7]([C:10]2[CH:11]=[CH:12][C:13]3[N:14]([N:16]=[C:17]([NH2:19])[N:18]=3)[CH:15]=2)(=[O:9])=[O:8])[CH:6]=[CH:5][CH:4]=[CH:3][CH:2]=1.Br[C:21]1[CH:26]=[CH:25][C:24]([C:27]2[CH:32]=[CH:31][CH:30]=[CH:29][N:28]=2)=[CH:23][CH:22]=1.CN(C1C(C2C(P(C3CCCCC3)C3CCCCC3)=CC=CC=2)=CC=CC=1)C. (2) Given the product [CH3:10][CH:11]([CH2:15]/[CH:16]=[CH:17]\[CH2:18][CH2:19][CH3:20])[CH2:12][CH:13]([OH:14])[C:8]#[C:7][CH:6]([OH:9])[CH3:5], predict the reactants needed to synthesize it. The reactants are: C(Br)C.[Mg].[CH3:5][CH:6]([OH:9])[C:7]#[CH:8].[CH3:10][CH:11]([CH2:15]/[CH:16]=[CH:17]\[CH2:18][CH2:19][CH3:20])[CH2:12][CH2:13][OH:14]. (3) Given the product [OH:36][CH2:37][CH2:38][C@@H:39]([O:61][CH2:62][O:63][CH3:64])[C@H:40]([C:52]1[CH:57]=[C:56]([F:58])[C:55]([F:59])=[C:54]([F:60])[CH:53]=1)[C:41]([NH:43][NH:44][C:45]([O:47][C:48]([CH3:51])([CH3:50])[CH3:49])=[O:46])=[O:42], predict the reactants needed to synthesize it. The reactants are: CCCC[N+](CCCC)(CCCC)CCCC.[F-].[Si]([O:36][CH2:37][CH2:38][C@@H:39]([O:61][CH2:62][O:63][CH3:64])[C@H:40]([C:52]1[CH:57]=[C:56]([F:58])[C:55]([F:59])=[C:54]([F:60])[CH:53]=1)[C:41]([NH:43][NH:44][C:45]([O:47][C:48]([CH3:51])([CH3:50])[CH3:49])=[O:46])=[O:42])(C(C)(C)C)(C1C=CC=CC=1)C1C=CC=CC=1.C(OCC)(=O)C.[Cl-].[NH4+].